Dataset: Forward reaction prediction with 1.9M reactions from USPTO patents (1976-2016). Task: Predict the product of the given reaction. (1) Given the reactants [F:1][C:2]1[CH:3]=[C:4]([CH:49]=[CH:50][CH:51]=1)[CH2:5][N:6]1[CH:11]=[CH:10][CH:9]=[C:8]([C:12]([NH:14][C@@H:15]([CH2:23][CH2:24][CH2:25][NH:26][C:27]([NH:29]S(C2C(C)=C3C(=C(C)C=2C)OC(C)(C)CC3)(=O)=O)=[NH:28])[C:16]([O:18]C(C)(C)C)=[O:17])=[O:13])[C:7]1=[O:48].[C:52]([OH:58])([C:54]([F:57])([F:56])[F:55])=[O:53].C([SiH](CC)CC)C, predict the reaction product. The product is: [NH:26]([CH2:25][CH2:24][CH2:23][C@H:15]([NH:14][C:12]([C:8]1[C:7](=[O:48])[N:6]([CH2:5][C:4]2[CH:49]=[CH:50][CH:51]=[C:2]([F:1])[CH:3]=2)[CH:11]=[CH:10][CH:9]=1)=[O:13])[C:16]([OH:18])=[O:17])[C:27]([NH2:29])=[NH:28].[C:52]([OH:58])([C:54]([F:57])([F:56])[F:55])=[O:53]. (2) Given the reactants [CH3:1][O:2][C:3]1[N:8]=[C:7]([C:9]([OH:11])=O)[C:6]([NH:12][C:13]2[CH:14]=[N:15][CH:16]=[N:17][CH:18]=2)=[N:5][CH:4]=1.[CH3:19][NH:20][C:21]([C:23]1[N:24]([CH3:29])[N:25]=[CH:26][C:27]=1[NH2:28])=[O:22], predict the reaction product. The product is: [CH3:29][N:24]1[C:23]([C:21](=[O:22])[NH:20][CH3:19])=[C:27]([NH:28][C:9]([C:7]2[C:6]([NH:12][C:13]3[CH:14]=[N:15][CH:16]=[N:17][CH:18]=3)=[N:5][CH:4]=[C:3]([O:2][CH3:1])[N:8]=2)=[O:11])[CH:26]=[N:25]1. (3) Given the reactants [CH:1]([C:3]1[CH:4]=[C:5]([CH:8]=[CH:9][CH:10]=1)[C:6]#[N:7])=[O:2].[CH2:11](O)[CH2:12][OH:13], predict the reaction product. The product is: [O:2]1[CH2:11][CH2:12][O:13][CH:1]1[C:3]1[CH:4]=[C:5]([CH:8]=[CH:9][CH:10]=1)[C:6]#[N:7]. (4) Given the reactants O.CC(C(OC)=O)=C.[CH3:9][O:10][C:11]1[CH:12]=[C:13]2[CH2:22][CH:21]([CH2:23][CH:24]3[CH2:29][CH2:28][N:27]([CH2:30][C:31]4[CH:32]=[CH:33][CH:34]=[CH:35][CH:36]=4)[CH2:26][CH2:25]3)[C:19](=[O:20])[C:14]2=[CH:15][C:16]=1[O:17][CH3:18].Cl, predict the reaction product. The product is: [CH3:9][O:10][C:11]1[CH:12]=[C:13]2[CH2:22][CH:21]([CH2:23][CH:24]3[CH2:25][CH2:26][N:27]([CH2:30][C:31]4[CH:36]=[CH:35][CH:34]=[CH:33][CH:32]=4)[CH2:28][CH2:29]3)[C:19](=[O:20])[C:14]2=[CH:15][C:16]=1[O:17][CH3:18]. (5) The product is: [F:34][C:24]1[C:25]([F:33])=[C:26]([C:29]([F:32])([F:30])[F:31])[CH:27]=[CH:28][C:23]=1[C:6]1[CH:5]=[CH:4][C:3]([NH:17][S:18]([CH3:21])(=[O:19])=[O:20])=[C:2]([F:1])[CH:7]=1. Given the reactants [F:1][C:2]1[CH:7]=[C:6](B2OC(C)(C)C(C)(C)O2)[CH:5]=[CH:4][C:3]=1[NH:17][S:18]([CH3:21])(=[O:20])=[O:19].Br[C:23]1[CH:28]=[CH:27][C:26]([C:29]([F:32])([F:31])[F:30])=[C:25]([F:33])[C:24]=1[F:34].C(=O)([O-])[O-].[Cs+].[Cs+], predict the reaction product. (6) Given the reactants [Br:1][C:2]1[CH:8]=[C:7]([CH3:9])[C:5]([NH2:6])=[C:4]([CH3:10])[CH:3]=1.Cl[C:12]([O:14][CH2:15][CH3:16])=[O:13].C(=O)([O-])[O-].[K+].[K+], predict the reaction product. The product is: [CH2:15]([O:14][C:12](=[O:13])[NH:6][C:5]1[C:7]([CH3:9])=[CH:8][C:2]([Br:1])=[CH:3][C:4]=1[CH3:10])[CH3:16].